Dataset: Peptide-MHC class II binding affinity with 134,281 pairs from IEDB. Task: Regression. Given a peptide amino acid sequence and an MHC pseudo amino acid sequence, predict their binding affinity value. This is MHC class II binding data. (1) The peptide sequence is KIIGGIGGFIKVRQYDQILI. The MHC is HLA-DQA10501-DQB10301 with pseudo-sequence HLA-DQA10501-DQB10301. The binding affinity (normalized) is 0.539. (2) The peptide sequence is ERKLHQQGRCRTCVY. The MHC is HLA-DQA10601-DQB10402 with pseudo-sequence HLA-DQA10601-DQB10402. The binding affinity (normalized) is 0. (3) The peptide sequence is DGLVRDANNYEQQEQ. The MHC is HLA-DQA10101-DQB10501 with pseudo-sequence HLA-DQA10101-DQB10501. The binding affinity (normalized) is 0.243. (4) The peptide sequence is KKNGGDAMYMALIAAFS. The MHC is DRB3_0202 with pseudo-sequence DRB3_0202. The binding affinity (normalized) is 0.349.